From a dataset of Full USPTO retrosynthesis dataset with 1.9M reactions from patents (1976-2016). Predict the reactants needed to synthesize the given product. (1) The reactants are: [CH3:1][C@@H:2]1[CH2:6][CH2:5][CH2:4][N:3]1[CH2:7][CH2:8][C:9]1[CH:14]=[CH:13][C:12]([C:15]2[CH:16]=[C:17]3[C:21](=[CH:22][CH:23]=2)[CH2:20][NH:19][CH2:18]3)=[CH:11][CH:10]=1.C(N(CC)CC)C.Cl.[C:32](Cl)(=[O:39])[C:33]1[CH:38]=[CH:37][N:36]=[CH:35][CH:34]=1. Given the product [CH3:1][C@@H:2]1[CH2:6][CH2:5][CH2:4][N:3]1[CH2:7][CH2:8][C:9]1[CH:10]=[CH:11][C:12]([C:15]2[CH:16]=[C:17]3[C:21](=[CH:22][CH:23]=2)[CH2:20][N:19]([C:32]([C:33]2[CH:38]=[CH:37][N:36]=[CH:35][CH:34]=2)=[O:39])[CH2:18]3)=[CH:13][CH:14]=1, predict the reactants needed to synthesize it. (2) Given the product [NH2:1][C:2]1[C:9]([F:10])=[CH:8][C:5]([CH2:6][NH2:7])=[C:4]([F:11])[CH:3]=1, predict the reactants needed to synthesize it. The reactants are: [NH2:1][C:2]1[C:9]([F:10])=[CH:8][C:5]([C:6]#[N:7])=[C:4]([F:11])[CH:3]=1. (3) The reactants are: Br[C:2]1[C:7]([Br:8])=[CH:6][C:5]([Cl:9])=[CH:4][N:3]=1.CN([CH:13]=[O:14])C. Given the product [Br:8][C:7]1[C:2]([CH:13]=[O:14])=[N:3][CH:4]=[C:5]([Cl:9])[CH:6]=1, predict the reactants needed to synthesize it. (4) Given the product [CH3:1][C:2]1([CH3:32])[CH2:11][C:10]2[C:5](=[CH:6][CH:7]=[C:8]([C:12]([OH:14])=[O:13])[CH:9]=2)[NH:4][CH:3]1[C:16]1[CH:21]=[CH:20][CH:19]=[CH:18][C:17]=1[NH:22][S:23]([C:26]1[CH:31]=[CH:30][CH:29]=[CH:28][CH:27]=1)(=[O:24])=[O:25], predict the reactants needed to synthesize it. The reactants are: [CH3:1][C:2]1([CH3:32])[CH2:11][C:10]2[C:5](=[CH:6][CH:7]=[C:8]([C:12]([O:14]C)=[O:13])[CH:9]=2)[NH:4][CH:3]1[C:16]1[CH:21]=[CH:20][CH:19]=[CH:18][C:17]=1[NH:22][S:23]([C:26]1[CH:31]=[CH:30][CH:29]=[CH:28][CH:27]=1)(=[O:25])=[O:24].[OH-].[Na+]. (5) Given the product [NH2:1][C:2]1[N:3]=[C:4]([S:19][CH2:20][CH2:21][NH:22][C:25]([NH:24][CH3:23])=[O:26])[C:5]([C:17]#[N:18])=[C:6]([C:10]2[CH:11]=[CH:12][C:13]([OH:16])=[CH:14][CH:15]=2)[C:7]=1[C:8]#[N:9], predict the reactants needed to synthesize it. The reactants are: [NH2:1][C:2]1[C:7]([C:8]#[N:9])=[C:6]([C:10]2[CH:15]=[CH:14][C:13]([OH:16])=[CH:12][CH:11]=2)[C:5]([C:17]#[N:18])=[C:4]([S:19][CH2:20][CH2:21][NH2:22])[N:3]=1.[CH3:23][N:24]=[C:25]=[O:26]. (6) Given the product [CH2:1]([O:8][C:9]1[CH:16]=[CH:15][C:12]([CH:13]=[O:14])=[C:11]([NH:17][CH2:20][CH:21]([OH:23])[CH3:22])[CH:10]=1)[C:2]1[CH:7]=[CH:6][CH:5]=[CH:4][CH:3]=1, predict the reactants needed to synthesize it. The reactants are: [CH2:1]([O:8][C:9]1[CH:16]=[CH:15][C:12]([CH:13]=[O:14])=[C:11]([N:17]([CH2:20][CH:21]([OH:23])[CH3:22])C=O)[CH:10]=1)[C:2]1[CH:7]=[CH:6][CH:5]=[CH:4][CH:3]=1. (7) Given the product [CH2:1]([CH2:8][NH:9][C:10]1([C:13]2[CH:18]=[CH:17][C:16]([C:19]#[C:20][C:21]3[CH:31]=[CH:30][C:24]([C:25]([OH:27])=[O:26])=[CH:23][CH:22]=3)=[CH:15][CH:14]=2)[CH2:11][CH2:12]1)[C:2]1[CH:3]=[CH:4][CH:5]=[CH:6][CH:7]=1, predict the reactants needed to synthesize it. The reactants are: [CH2:1]([CH2:8][NH:9][C:10]1([C:13]2[CH:18]=[CH:17][C:16]([C:19]#[C:20][C:21]3[CH:31]=[CH:30][C:24]([C:25]([O:27]CC)=[O:26])=[CH:23][CH:22]=3)=[CH:15][CH:14]=2)[CH2:12][CH2:11]1)[C:2]1[CH:7]=[CH:6][CH:5]=[CH:4][CH:3]=1.[OH-].[Na+]. (8) Given the product [Cl:1][C:2]1[CH:3]=[C:4]([C:5](=[O:16])[CH2:10][CH2:11][CH3:12])[CH:7]=[CH:8][CH:9]=1, predict the reactants needed to synthesize it. The reactants are: [Cl:1][C:2]1[CH:3]=[C:4]([CH:7]=[CH:8][CH:9]=1)[C:5]#N.[CH2:10]([Mg]Cl)[CH2:11][CH3:12].Cl.[OH2:16]. (9) Given the product [NH2:24][CH:16]([CH2:17][C:18]1[CH:19]=[CH:20][CH:21]=[CH:22][CH:23]=1)[CH2:15][NH:14][C:5]1[N:4]([CH3:25])[C:3](=[O:26])[C:2]([N:1]2[C:27](=[O:28])[C:35]3[C:30](=[CH:31][CH:32]=[CH:33][CH:34]=3)[C:29]2=[O:36])=[C:7]([C:8]2[CH:13]=[CH:12][N:11]=[CH:10][CH:9]=2)[N:6]=1, predict the reactants needed to synthesize it. The reactants are: [NH2:1][C:2]1[C:3](=[O:26])[N:4]([CH3:25])[C:5]([NH:14][CH2:15][CH:16]([NH2:24])[CH2:17][C:18]2[CH:23]=[CH:22][CH:21]=[CH:20][CH:19]=2)=[N:6][C:7]=1[C:8]1[CH:13]=[CH:12][N:11]=[CH:10][CH:9]=1.[C:27]1(=O)[C:35]2[C:30](=[CH:31][CH:32]=[CH:33][CH:34]=2)[C:29](=[O:36])[O:28]1.C(O)(C(F)(F)F)=O. (10) Given the product [Br:16][C:17]1[C:18]([C:23]2[NH:27][N:26]=[CH:25][N:24]=2)=[C:19]([NH:22][C:13](=[O:15])[CH2:12][N:3]2[C:4]3[C:9](=[N:8][CH:7]=[CH:6][CH:5]=3)[CH:10]=[CH:11][C:2]2=[O:1])[S:20][CH:21]=1, predict the reactants needed to synthesize it. The reactants are: [O:1]=[C:2]1[CH:11]=[CH:10][C:9]2[C:4](=[CH:5][CH:6]=[CH:7][N:8]=2)[N:3]1[CH2:12][C:13]([OH:15])=O.[Br:16][C:17]1[C:18]([C:23]2[NH:27][N:26]=[CH:25][N:24]=2)=[C:19]([NH2:22])[S:20][CH:21]=1.